This data is from Full USPTO retrosynthesis dataset with 1.9M reactions from patents (1976-2016). The task is: Predict the reactants needed to synthesize the given product. Given the product [F:1][C:2]([F:10])([F:9])[C:3]1[N:4]=[C:5]([C:11]#[N:12])[S:6][CH:7]=1, predict the reactants needed to synthesize it. The reactants are: [F:1][C:2]([F:10])([F:9])[C:3]1[N:4]=[C:5](N)[S:6][CH:7]=1.[C:11]([Cu])#[N:12].